Task: Predict the reaction yield, written as a fraction of the theoretical maximum amount of product (1.0 means a 100% yield; for example, 0.34 means a 34% yield).. Dataset: Reaction yield outcomes from USPTO patents with 853,638 reactions (1) The reactants are [CH2:1]([NH:3][C:4]([N:6]=[C:7](OC)[C:8]1[CH:13]=[CH:12][CH:11]=[CH:10][CH:9]=1)=[O:5])[CH3:2].Cl.Cl.[NH2:18][CH:19]([CH2:32][CH:33]1[CH2:38][CH2:37][CH2:36][CH2:35][CH2:34]1)[C:20]([NH:22][C:23]1([C:30]#[N:31])[CH2:28][CH2:27][N:26]([CH3:29])[CH2:25][CH2:24]1)=[O:21].C(N(CC)C(C)C)(C)C. The catalyst is CO. The product is [C:30]([C:23]1([NH:22][C:20](=[O:21])[CH:19]([NH:18][C:7](=[N:6][C:4](=[O:5])[NH:3][CH2:1][CH3:2])[C:8]2[CH:9]=[CH:10][CH:11]=[CH:12][CH:13]=2)[CH2:32][CH:33]2[CH2:34][CH2:35][CH2:36][CH2:37][CH2:38]2)[CH2:24][CH2:25][N:26]([CH3:29])[CH2:27][CH2:28]1)#[N:31]. The yield is 0.430. (2) The reactants are Br[C:2]1[CH:3]=[C:4]([O:8][CH:9]([CH3:11])[CH3:10])[CH:5]=[N:6][CH:7]=1.[CH3:12][C@@H:13]([OH:17])[CH2:14][CH:15]=[CH2:16].C(N(CC)CC)C.C(#N)C. The catalyst is O.C([O-])(=O)C.[Pd+2].C([O-])(=O)C.C1(C)C=CC=CC=1P(C1C=CC=CC=1C)C1C=CC=CC=1C. The product is [CH:9]([O:8][C:4]1[CH:3]=[C:2](/[CH:16]=[CH:15]/[CH2:14][C@H:13]([OH:17])[CH3:12])[CH:7]=[N:6][CH:5]=1)([CH3:11])[CH3:10]. The yield is 0.850. (3) The reactants are [N+:1]([C:4]1[CH:5]=[CH:6][C:7]([N:10]2[CH2:15][CH2:14][CH2:13][CH2:12][C:11]2=[O:16])=[N:8][CH:9]=1)([O-])=O. The yield is 0.480. The product is [NH2:1][C:4]1[CH:5]=[CH:6][C:7]([N:10]2[CH2:15][CH2:14][CH2:13][CH2:12][C:11]2=[O:16])=[N:8][CH:9]=1. The catalyst is CO.C1COCC1.[Ni]. (4) The reactants are [C:1]1([N:7]=[C:8]=[O:9])[CH:6]=[CH:5][CH:4]=[CH:3][CH:2]=1.[CH3:10][O:11][C:12]1[C:13]([N:25]2[CH2:30][CH2:29][O:28][CH2:27][CH2:26]2)=[N:14][C:15]([C:18]2[CH:23]=[CH:22][C:21]([OH:24])=[CH:20][CH:19]=2)=[N:16][CH:17]=1. The catalyst is O1CCOCC1. The product is [CH3:10][O:11][C:12]1[C:13]([N:25]2[CH2:30][CH2:29][O:28][CH2:27][CH2:26]2)=[N:14][C:15]([C:18]2[CH:23]=[CH:22][C:21]([O:24][C:8](=[O:9])[NH:7][C:1]3[CH:6]=[CH:5][CH:4]=[CH:3][CH:2]=3)=[CH:20][CH:19]=2)=[N:16][CH:17]=1. The yield is 0.240. (5) The reactants are C([O:3][C:4]([C:6]1[C:14]2[CH2:13][CH2:12][N:11]([C:15]3[CH:20]=[CH:19][C:18]([C:21]4[CH:26]=[CH:25][CH:24]=[CH:23][C:22]=4[CH2:27][NH:28][CH3:29])=[CH:17][CH:16]=3)[C:10](=[O:30])[C:9]=2[N:8]([C:31]2[CH:36]=[CH:35][C:34]([O:37][CH3:38])=[CH:33][CH:32]=2)[N:7]=1)=O)C.C([NH2:41])=O.CO[Na].O. The catalyst is CN(C=O)C.CO. The yield is 0.830. The product is [CH3:38][O:37][C:34]1[CH:35]=[CH:36][C:31]([N:8]2[C:9]3[C:10](=[O:30])[N:11]([C:15]4[CH:20]=[CH:19][C:18]([C:21]5[CH:26]=[CH:25][CH:24]=[CH:23][C:22]=5[CH2:27][NH:28][CH3:29])=[CH:17][CH:16]=4)[CH2:12][CH2:13][C:14]=3[C:6]([C:4]([NH2:41])=[O:3])=[N:7]2)=[CH:32][CH:33]=1. (6) The reactants are [Cl:1][C:2]1[CH:17]=[CH:16][C:5]([O:6][C:7]2[CH:15]=[CH:14][C:10]([C:11](Cl)=[O:12])=[CH:9][CH:8]=2)=[C:4]([N+:18]([O-:20])=[O:19])[CH:3]=1.[CH3:21][NH2:22]. The catalyst is C1COCC1. The product is [Cl:1][C:2]1[CH:17]=[CH:16][C:5]([O:6][C:7]2[CH:15]=[CH:14][C:10]([C:11]([NH:22][CH3:21])=[O:12])=[CH:9][CH:8]=2)=[C:4]([N+:18]([O-:20])=[O:19])[CH:3]=1. The yield is 0.500. (7) The reactants are Br[C:2]1[N:7]=[C:6]([NH:8][CH2:9][CH:10]2[CH2:15][CH2:14][O:13][CH2:12][CH2:11]2)[C:5]([NH2:16])=[N:4][CH:3]=1.C([O-])([O-])=O.[Na+].[Na+].[Cl:23][C:24]1[C:25](B(O)O)=[CH:26][C:27]([F:30])=[N:28][CH:29]=1.C(Cl)Cl. The catalyst is COCCOC.CCOC(C)=O.C1C=CC(P(C2C=CC=CC=2)[C-]2C=CC=C2)=CC=1.C1C=CC(P(C2C=CC=CC=2)[C-]2C=CC=C2)=CC=1.Cl[Pd]Cl.[Fe+2]. The product is [Cl:23][C:24]1[C:25]([C:2]2[N:7]=[C:6]([NH:8][CH2:9][CH:10]3[CH2:15][CH2:14][O:13][CH2:12][CH2:11]3)[C:5]([NH2:16])=[N:4][CH:3]=2)=[CH:26][C:27]([F:30])=[N:28][CH:29]=1. The yield is 0.289. (8) The reactants are [F:1][C:2]1[CH:7]=[C:6]([O:8][CH3:9])[CH:5]=[CH:4][C:3]=1[C:10]1[CH:15]=[CH:14][N:13]([CH2:16][CH2:17][C@@:18]([CH3:33])([S:29]([CH3:32])(=[O:31])=[O:30])[C:19]([NH:21][O:22]C2CCCCO2)=[O:20])[C:12](=[O:34])[CH:11]=1.C1(C)C=CC(S(O)(=O)=O)=CC=1.[NH+]1C=CC=CC=1.O. The catalyst is C(O)C. The product is [F:1][C:2]1[CH:7]=[C:6]([O:8][CH3:9])[CH:5]=[CH:4][C:3]=1[C:10]1[CH:15]=[CH:14][N:13]([CH2:16][CH2:17][C@@:18]([CH3:33])([S:29]([CH3:32])(=[O:30])=[O:31])[C:19]([NH:21][OH:22])=[O:20])[C:12](=[O:34])[CH:11]=1. The yield is 0.763. (9) The reactants are [NH:1]1[CH2:11][CH2:10][CH:4](C(OCC)=O)[CH2:3][CH2:2]1.[C:12](O[C:12]([O:14][C:15]([CH3:18])([CH3:17])[CH3:16])=[O:13])([O:14][C:15]([CH3:18])([CH3:17])[CH3:16])=[O:13]. The catalyst is C1COCC1. The product is [C:12]([N:1]1[CH2:2][CH2:3][CH2:4][CH2:10][CH2:11]1)([O:14][C:15]([CH3:18])([CH3:17])[CH3:16])=[O:13]. The yield is 1.00.